This data is from Full USPTO retrosynthesis dataset with 1.9M reactions from patents (1976-2016). The task is: Predict the reactants needed to synthesize the given product. (1) The reactants are: C(O/[CH:4]=[CH:5]/[C:6]([NH:8][C:9]1[CH:14]=[CH:13][C:12]([C:15]([F:18])([F:17])[F:16])=[CH:11][CH:10]=1)=[O:7])C. Given the product [F:18][C:15]([F:16])([F:17])[C:12]1[CH:13]=[C:14]2[C:9](=[CH:10][CH:11]=1)[NH:8][C:6](=[O:7])[CH:5]=[CH:4]2, predict the reactants needed to synthesize it. (2) Given the product [CH:20]1([NH:19][C:17](=[O:18])[C@H:16]([NH:15][CH2:29][C:31]2[CH:36]=[CH:35][N:34]=[C:33]3[N:37]([C:44]([O:46][C:47]([CH3:50])([CH3:49])[CH3:48])=[O:45])[CH:38]=[C:39]([C:40]([O:42][CH3:43])=[O:41])[C:32]=23)[C:25]([OH:28])([CH3:26])[CH3:27])[CH2:21][CH2:22][CH2:23][CH2:24]1, predict the reactants needed to synthesize it. The reactants are: C(O[BH-](OC(=O)C)OC(=O)C)(=O)C.[Na+].[NH2:15][C@H:16]([C:25]([OH:28])([CH3:27])[CH3:26])[C:17]([NH:19][CH:20]1[CH2:24][CH2:23][CH2:22][CH2:21]1)=[O:18].[CH:29]([C:31]1[CH:36]=[CH:35][N:34]=[C:33]2[N:37]([C:44]([O:46][C:47]([CH3:50])([CH3:49])[CH3:48])=[O:45])[CH:38]=[C:39]([C:40]([O:42][CH3:43])=[O:41])[C:32]=12)=O. (3) The reactants are: C(N(CC)CC)C.[CH2:8]([OH:13])[CH2:9][CH2:10][C:11]#[CH:12].[Cl:14][C:15]1[CH:20]=[CH:19][C:18]([C:21](Cl)=[N:22][OH:23])=[CH:17][CH:16]=1.O. Given the product [Cl:14][C:15]1[CH:20]=[CH:19][C:18]([C:21]2[CH:12]=[C:11]([CH2:10][CH2:9][CH2:8][OH:13])[O:23][N:22]=2)=[CH:17][CH:16]=1, predict the reactants needed to synthesize it. (4) Given the product [OH:31][CH:24]([C:18]1[S:19][C:13]2[C:12]([CH2:20][CH:21]([CH3:23])[CH3:22])=[N:11][N:10]([CH3:9])[C:15](=[O:16])[C:14]=2[CH:17]=1)[C:25]1[CH:30]=[CH:29][CH:28]=[CH:27][CH:26]=1, predict the reactants needed to synthesize it. The reactants are: C([N-]C(C)C)(C)C.[Li+].[CH3:9][N:10]1[C:15](=[O:16])[C:14]2[CH:17]=[CH:18][S:19][C:13]=2[C:12]([CH2:20][CH:21]([CH3:23])[CH3:22])=[N:11]1.[CH:24](=[O:31])[C:25]1[CH:30]=[CH:29][CH:28]=[CH:27][CH:26]=1.Cl. (5) The reactants are: [NH2:1][C@H:2]1[CH2:6][CH2:5][N:4]([C:7]([O:9][C:10]([CH3:13])([CH3:12])[CH3:11])=[O:8])[CH2:3]1.[O:14]1[CH2:19][CH2:18][C:17](=O)[CH2:16][CH2:15]1. Given the product [O:14]1[CH2:19][CH2:18][CH:17]([NH:1][C@H:2]2[CH2:6][CH2:5][N:4]([C:7]([O:9][C:10]([CH3:13])([CH3:12])[CH3:11])=[O:8])[CH2:3]2)[CH2:16][CH2:15]1, predict the reactants needed to synthesize it. (6) The reactants are: [NH2:1][C:2]1[N:27]=[C:5]2[CH:6]=[N:7][C:8]([C:10]3[CH:15]=[CH:14][C:13]([NH:16][C:17](=[O:26])[CH2:18][C:19]4[CH:24]=[CH:23][C:22]([F:25])=[CH:21][CH:20]=4)=[CH:12][CH:11]=3)=[CH:9][N:4]2[N:3]=1.Br[C:29]1[CH:36]=[CH:35][CH:34]=[CH:33][C:30]=1[C:31]#[N:32].C1C=CC(P(C2C=CC3C(=CC=CC=3)C=2C2C3C(=CC=CC=3)C=CC=2P(C2C=CC=CC=2)C2C=CC=CC=2)C2C=CC=CC=2)=CC=1.C(=O)([O-])[O-].[Cs+].[Cs+]. Given the product [C:31]([C:30]1[CH:33]=[CH:34][CH:35]=[CH:36][C:29]=1[NH:1][C:2]1[N:27]=[C:5]2[CH:6]=[N:7][C:8]([C:10]3[CH:11]=[CH:12][C:13]([NH:16][C:17](=[O:26])[CH2:18][C:19]4[CH:24]=[CH:23][C:22]([F:25])=[CH:21][CH:20]=4)=[CH:14][CH:15]=3)=[CH:9][N:4]2[N:3]=1)#[N:32], predict the reactants needed to synthesize it. (7) Given the product [C:1]([O:4][CH2:5][CH2:6][C:7]1[CH:12]=[CH:11][C:10]([NH:13][C:14]2[CH:19]=[C:18]([Cl:20])[C:17]([C:21]([F:22])([F:23])[F:24])=[CH:16][C:15]=2[NH:25][C:35](=[O:36])[CH2:34][CH2:33][CH2:32][C:29]2[CH:28]=[CH:27][N:26]=[CH:31][CH:30]=2)=[CH:9][CH:8]=1)(=[O:3])[CH3:2], predict the reactants needed to synthesize it. The reactants are: [C:1]([O:4][CH2:5][CH2:6][C:7]1[CH:12]=[CH:11][C:10]([NH:13][C:14]2[CH:19]=[C:18]([Cl:20])[C:17]([C:21]([F:24])([F:23])[F:22])=[CH:16][C:15]=2[NH2:25])=[CH:9][CH:8]=1)(=[O:3])[CH3:2].[N:26]1[CH:31]=[CH:30][C:29]([CH2:32][CH2:33][CH2:34][C:35](O)=[O:36])=[CH:28][CH:27]=1.CCN=C=NCCCN(C)C.O. (8) Given the product [CH3:30][C:29]1[O:28][C:27]([C:31]2[CH:32]=[CH:33][CH:34]=[CH:35][CH:36]=2)=[N:26][C:25]=1[CH2:24][O:1][C:2]1[CH:3]=[CH:4][C:5]([C:6]([O:8][CH3:9])=[O:7])=[CH:10][CH:11]=1, predict the reactants needed to synthesize it. The reactants are: [OH:1][C:2]1[CH:11]=[CH:10][C:5]([C:6]([O:8][CH3:9])=[O:7])=[CH:4][CH:3]=1.C(=O)([O-])[O-].[K+].[K+].CN(C)C=O.Cl[CH2:24][C:25]1[N:26]=[C:27]([C:31]2[CH:36]=[CH:35][CH:34]=[CH:33][CH:32]=2)[O:28][C:29]=1[CH3:30].